This data is from Reaction yield outcomes from USPTO patents with 853,638 reactions. The task is: Predict the reaction yield, written as a fraction of the theoretical maximum amount of product (1.0 means a 100% yield; for example, 0.34 means a 34% yield). (1) The reactants are C([O:3][C:4](=O)[C:5]1[CH:10]=[CH:9][C:8]([C:11]2[O:12][C:13]3[CH:19]=[CH:18][C:17]([CH2:20][C:21]4[CH:26]=[CH:25][CH:24]=[CH:23][CH:22]=4)=[CH:16][C:14]=3[CH:15]=2)=[C:7]([C:27]#[N:28])[CH:6]=1)C.[BH4-].[Na+].[Cl-].[Ca+2].[Cl-].O. The catalyst is C(O)C. The product is [CH2:20]([C:17]1[CH:18]=[CH:19][C:13]2[O:12][C:11]([C:8]3[CH:9]=[CH:10][C:5]([CH2:4][OH:3])=[CH:6][C:7]=3[C:27]#[N:28])=[CH:15][C:14]=2[CH:16]=1)[C:21]1[CH:26]=[CH:25][CH:24]=[CH:23][CH:22]=1. The yield is 0.750. (2) The product is [CH3:1][O:2][C:3]1[CH:10]=[CH:9][C:8]([C:11]2[C:19]3[C:14](=[N:15][CH:16]=[CH:17][CH:18]=3)[NH:13][CH:12]=2)=[CH:7][C:4]=1[C:5]#[N:6]. The catalyst is O1CCOCC1. The yield is 0.450. The reactants are [CH3:1][O:2][C:3]1[CH:10]=[CH:9][C:8]([C:11]2[C:19]3[C:14](=[N:15][CH:16]=[CH:17][CH:18]=3)[N:13](S(C3C=CC(C)=CC=3)(=O)=O)[CH:12]=2)=[CH:7][C:4]=1[C:5]#[N:6].[OH-].[Na+].O. (3) The catalyst is C(COC)OC.O.C1C=CC([P]([Pd]([P](C2C=CC=CC=2)(C2C=CC=CC=2)C2C=CC=CC=2)([P](C2C=CC=CC=2)(C2C=CC=CC=2)C2C=CC=CC=2)[P](C2C=CC=CC=2)(C2C=CC=CC=2)C2C=CC=CC=2)(C2C=CC=CC=2)C2C=CC=CC=2)=CC=1. The product is [C:1]([O:5][C:6](=[O:25])[N:7]([CH2:9][C:10]1[CH:14]=[C:13]([C:32]2[CH:33]=[CH:34][C:29]([O:28][CH:27]([F:44])[F:26])=[CH:30][CH:31]=2)[N:12]([S:16]([C:19]2[CH:20]=[N:21][CH:22]=[CH:23][CH:24]=2)(=[O:18])=[O:17])[CH:11]=1)[CH3:8])([CH3:4])([CH3:3])[CH3:2]. The reactants are [C:1]([O:5][C:6](=[O:25])[N:7]([CH2:9][C:10]1[CH:14]=[C:13](Br)[N:12]([S:16]([C:19]2[CH:20]=[N:21][CH:22]=[CH:23][CH:24]=2)(=[O:18])=[O:17])[CH:11]=1)[CH3:8])([CH3:4])([CH3:3])[CH3:2].[F:26][CH:27]([F:44])[O:28][C:29]1[CH:34]=[CH:33][C:32](B2OC(C)(C)C(C)(C)O2)=[CH:31][CH:30]=1.C(=O)([O-])[O-].[Na+].[Na+]. The yield is 1.00. (4) The reactants are [CH2:1]([N:8]1[CH2:13][CH2:12][CH:11]([N:14]2[CH:18]=[CH:17][C:16]([C:19]3[CH:24]=[CH:23][C:22]([F:25])=[CH:21][CH:20]=3)=[C:15]2[C:26]2[CH:31]=[CH:30][N:29]=[C:28](F)[CH:27]=2)[CH2:10][CH2:9]1)[C:2]1[CH:7]=[CH:6][CH:5]=[CH:4][CH:3]=1.[CH3:33][NH2:34]. The catalyst is O1CCCC1. The product is [CH2:1]([N:8]1[CH2:13][CH2:12][CH:11]([N:14]2[CH:18]=[CH:17][C:16]([C:19]3[CH:20]=[CH:21][C:22]([F:25])=[CH:23][CH:24]=3)=[C:15]2[C:26]2[CH:31]=[CH:30][N:29]=[C:28]([NH:34][CH3:33])[CH:27]=2)[CH2:10][CH2:9]1)[C:2]1[CH:7]=[CH:6][CH:5]=[CH:4][CH:3]=1. The yield is 0.600. (5) The reactants are [CH2:1]([NH:8][C:9]1[CH:10]=[C:11]2[C:15](=[CH:16][C:17]=1[N+:18]([O-])=O)[N:14]([C:21]([C:34]1[CH:39]=[CH:38][CH:37]=[CH:36][CH:35]=1)([C:28]1[CH:33]=[CH:32][CH:31]=[CH:30][CH:29]=1)[C:22]1[CH:27]=[CH:26][CH:25]=[CH:24][CH:23]=1)[N:13]=[CH:12]2)[C:2]1[CH:7]=[CH:6][CH:5]=[CH:4][CH:3]=1. The catalyst is [Ni].C1COCC1.CO. The product is [CH2:1]([NH:8][C:9]1[CH:10]=[C:11]2[C:15](=[CH:16][C:17]=1[NH2:18])[N:14]([C:21]([C:22]1[CH:27]=[CH:26][CH:25]=[CH:24][CH:23]=1)([C:28]1[CH:29]=[CH:30][CH:31]=[CH:32][CH:33]=1)[C:34]1[CH:39]=[CH:38][CH:37]=[CH:36][CH:35]=1)[N:13]=[CH:12]2)[C:2]1[CH:3]=[CH:4][CH:5]=[CH:6][CH:7]=1. The yield is 0.970.